From a dataset of Reaction yield outcomes from USPTO patents with 853,638 reactions. Predict the reaction yield, written as a fraction of the theoretical maximum amount of product (1.0 means a 100% yield; for example, 0.34 means a 34% yield). The reactants are [CH3:1][N:2]1[C:10]2[C:5](=[CH:6][C:7]([OH:11])=[CH:8][CH:9]=2)[CH:4]=[CH:3]1.[CH2:12]([O:14][C:15](=[O:31])[CH2:16][C@H:17]1[C:25]2[C:20](=[CH:21][C:22]([O:26][CH2:27][CH2:28][CH2:29]Br)=[CH:23][CH:24]=2)[CH2:19][CH2:18]1)[CH3:13].C([O-])([O-])=O.[Cs+].[Cs+]. The product is [CH2:12]([O:14][C:15](=[O:31])[CH2:16][C@H:17]1[C:25]2[C:20](=[CH:21][C:22]([O:26][CH2:27][CH2:28][CH2:29][O:11][C:7]3[CH:6]=[C:5]4[C:10](=[CH:9][CH:8]=3)[N:2]([CH3:1])[CH:3]=[CH:4]4)=[CH:23][CH:24]=2)[CH2:19][CH2:18]1)[CH3:13]. The catalyst is CN(C=O)C.O. The yield is 0.460.